Task: Predict the reactants needed to synthesize the given product.. Dataset: Full USPTO retrosynthesis dataset with 1.9M reactions from patents (1976-2016) (1) Given the product [Cl:24][C:5]1[C:4]([O:3][CH2:1][CH3:2])=[CH:9][CH:8]=[CH:7][N:6]=1, predict the reactants needed to synthesize it. The reactants are: [CH2:1]([O:3][C:4]1[C:5](O)=[N:6][CH:7]=[CH:8][CH:9]=1)[CH3:2].C(N(CC)C1C=CC=CC=1)C.P(Cl)(Cl)([Cl:24])=O. (2) Given the product [CH:1]1([NH:4][C:5]2[CH:10]=[CH:9][CH:8]=[CH:7][C:6]=2[NH:11][C:20](=[O:31])[CH2:21][CH2:22][CH2:23][CH2:24][CH2:25][CH2:26][C:27]([O:29][CH3:30])=[O:28])[CH2:3][CH2:2]1, predict the reactants needed to synthesize it. The reactants are: [CH:1]1([NH:4][C:5]2[C:6]([NH2:11])=[CH:7][CH:8]=[CH:9][CH:10]=2)[CH2:3][CH2:2]1.C(N(CC)CC)C.Cl[C:20](=[O:31])[CH2:21][CH2:22][CH2:23][CH2:24][CH2:25][CH2:26][C:27]([O:29][CH3:30])=[O:28]. (3) Given the product [CH:1]([C:4]1[CH:9]=[CH:8][C:7]([CH:10]2[C:14]3[C:15]([CH3:30])=[C:16]([NH:21][C:22]([NH:34][CH2:31][CH2:32][CH3:33])=[O:23])[C:17]([CH3:20])=[C:18]([CH3:19])[C:13]=3[O:12][CH2:11]2)=[CH:6][CH:5]=1)([CH3:2])[CH3:3], predict the reactants needed to synthesize it. The reactants are: [CH:1]([C:4]1[CH:9]=[CH:8][C:7]([CH:10]2[C:14]3[C:15]([CH3:30])=[C:16]([NH:21][C:22](=O)[O:23]CC(Cl)(Cl)Cl)[C:17]([CH3:20])=[C:18]([CH3:19])[C:13]=3[O:12][CH2:11]2)=[CH:6][CH:5]=1)([CH3:3])[CH3:2].[CH2:31]([NH2:34])[CH2:32][CH3:33]. (4) The reactants are: [CH:1]1[C:10]2[C:5](=[CH:6][CH:7]=[CH:8][CH:9]=2)[CH:4]=[CH:3][C:2]=1[CH2:11][OH:12].[C:13](Cl)([Cl:15])=[O:14]. Given the product [C:13]([Cl:15])(=[O:14])[O:12][CH2:11][C:2]1[CH:3]=[CH:4][C:5]2[C:10](=[CH:9][CH:8]=[CH:7][CH:6]=2)[CH:1]=1, predict the reactants needed to synthesize it. (5) Given the product [CH3:18][C:16]1([CH3:19])[C:15]2[C:10](=[CH:11][CH:12]=[C:13]([S:20]([N:23]3[CH2:28][CH2:27][O:26][CH2:25][CH2:24]3)(=[O:22])=[O:21])[CH:14]=2)[NH:9][CH:8]([C:4]2[CH:3]=[C:2]([NH:29][C:30]3([C:33]([OH:35])=[O:34])[CH2:32][CH2:31]3)[CH:7]=[CH:6][CH:5]=2)[CH2:17]1, predict the reactants needed to synthesize it. The reactants are: Br[C:2]1[CH:3]=[C:4]([CH:8]2[CH2:17][C:16]([CH3:19])([CH3:18])[C:15]3[C:10](=[CH:11][CH:12]=[C:13]([S:20]([N:23]4[CH2:28][CH2:27][O:26][CH2:25][CH2:24]4)(=[O:22])=[O:21])[CH:14]=3)[NH:9]2)[CH:5]=[CH:6][CH:7]=1.[NH2:29][C:30]1([C:33]([OH:35])=[O:34])[CH2:32][CH2:31]1.C(=O)([O-])[O-].[K+].[K+].